From a dataset of Experimentally validated miRNA-target interactions with 360,000+ pairs, plus equal number of negative samples. Binary Classification. Given a miRNA mature sequence and a target amino acid sequence, predict their likelihood of interaction. (1) The miRNA is mmu-miR-297c-5p with sequence AUGUAUGUGUGCAUGUACAUGU. The protein sequence of the target gene is MERELPAAEESASSGWRRPRRRRWEGRTRTVRSNLLPPLGTEDSTIGAPKGERLLMRGCIQHLADNRLKTTKYTLLSFLPKNLFEQFHRLANVYFVFIALLNFVPAVNAFQPGLALAPVLFILAVTAIKDLWEDYSRHRSDHEINHLGCLVFSREEKKYVNRYWKEIRVGDFVRLCCNEIIPADILLLSSSDPDGLCHIETANLDGETNLKRRQVVRGFSELVSEFNPLTFTSVIECEKPNNDLSRFRGYIMHSNGEKAGLHKENLLLRGCTIRNTEAVAGIVIYAGHETKALLNNSGPR.... Result: 0 (no interaction). (2) The miRNA is hsa-miR-6890-5p with sequence CAUGGGGUAGGGCAGAGUAGG. The protein sequence of the target gene is MEQPEDMASLSEFDSLAGSIPATKVEITVSCRNLLDKDMFSKSDPLCVMYTQGMENKQWREFGRTEVIDNTLNPDFVRKFIVDYFFEEKQNLRFDLYDVDSKSPDLSKHDFLGQAFCTLGEIVGSPGSRLEKPLTIGAFSLNSRTGKPMPAVSNGGVPGKKCGTIILSAEELSNCRDVATMQFCANKLDKKDFFGKSDPFLVFYRSNEDGTFTICHKTEVMKNTLNPVWQTFSIPVRALCNGDYDRTIKVEVYDWDRDGSHDFIGEFTTSYRELARGQSQFNIYEVVNPKKKMKKKKYVN.... Result: 1 (interaction). (3) The miRNA is hsa-miR-548f-5p with sequence UGCAAAAGUAAUCACAGUUUUU. The protein sequence of the target gene is MAASAKRKQEEKHLKMLRDMTGLPHNRKCFDCDQRGPTYVNMTVGSFVCTSCSGSLRGLNPPHRVKSISMTTFTQQEIEFLQKHGNEVCKQIWLGLFDDRSSAIPDFRDPQKVKEFLQEKYEKKRWYVPPEQAKVVASVHASISGSSASSTSSTPEVKPLKSLLGDSAPTLHLNKGTPSQSPVVGRSQGQQQEKKQFDLLSDLGSDIFAAPAPQSTATANFANFAHFNSHAAQNSANADFANFDAFGQSSGSSNFGGFPTASHSPFQPQTTGGSAASVNANFAHFDNFPKSSSADFGTFN.... Result: 1 (interaction). (4) The miRNA is hsa-miR-4436b-3p with sequence CAGGGCAGGAAGAAGUGGACAA. The protein sequence of the target gene is MGRPAGLFPPLCPFLGFRPEACWERHMQIERAPSVPPFLRWAGYRPGPVRRRGKVELIKFVRVQWRRPQVEWRRRRWGPGPGASMAGSEELGLREDTLRVLAAFLRRGEAAGSPVPTPPRSPAQEEPTDFLSRLRRCLPCSLGRGAAPSESPRPCSLPIRPCYGLEPGPATPDFYALVAQRLEQLVQEQLKSPPSPELQGPPSTEKEAILRRLVALLEEEAEVINQKLASDPALRSKLVRLSSDSFARLVELFCSRDDSSRPSRACPGPPPPSPEPLARLALAMELSRRVAGLGGTLAGL.... Result: 1 (interaction).